Dataset: Full USPTO retrosynthesis dataset with 1.9M reactions from patents (1976-2016). Task: Predict the reactants needed to synthesize the given product. (1) Given the product [C:53]([O:15][CH2:14][C:13]([CH3:16])([CH3:17])[CH2:12][N:11]1[C:5]2[CH:4]=[CH:3][C:2]([Cl:1])=[CH:46][C:6]=2[C@@H:7]([C:36]2[CH:41]=[CH:40][CH:39]=[C:38]([O:42][CH3:43])[C:37]=2[O:44][CH3:45])[O:8][C@H:9]([CH2:19][C:20]([NH:22][CH2:23][CH2:24][C:25]2[CH:30]=[CH:29][C:28]([O:31][CH2:32][C:33]([OH:35])=[O:34])=[CH:27][CH:26]=2)=[O:21])[C:10]1=[O:18])(=[O:55])[CH3:54], predict the reactants needed to synthesize it. The reactants are: [Cl:1][C:2]1[CH:3]=[CH:4][C:5]2[N:11]([CH2:12][C:13]([CH3:17])([CH3:16])[CH2:14][OH:15])[C:10](=[O:18])[C@@H:9]([CH2:19][C:20]([NH:22][CH2:23][CH2:24][C:25]3[CH:30]=[CH:29][C:28]([O:31][CH2:32][C:33]([OH:35])=[O:34])=[CH:27][CH:26]=3)=[O:21])[O:8][C@H:7]([C:36]3[CH:41]=[CH:40][CH:39]=[C:38]([O:42][CH3:43])[C:37]=3[O:44][CH3:45])[C:6]=2[CH:46]=1.N1C=CC=CC=1.[C:53](OCC)(=[O:55])[CH3:54].C(Cl)(=O)C. (2) Given the product [Cl:1][C:2]1[CH:7]=[CH:6][CH:5]=[CH:4][C:3]=1[C@H:8]([O:10][C:11]1[CH:15]=[C:14]([N:16]2[C:20]3[CH:21]=[C:22]([O:25][CH:26]4[CH2:27][CH2:28][NH:29][CH2:30][CH2:31]4)[CH:23]=[CH:24][C:19]=3[N:18]=[CH:17]2)[S:13][C:12]=1[C:32]([NH2:38])=[O:34])[CH3:9], predict the reactants needed to synthesize it. The reactants are: [Cl:1][C:2]1[CH:7]=[CH:6][CH:5]=[CH:4][C:3]=1[C@H:8]([O:10][C:11]1[CH:15]=[C:14]([N:16]2[C:20]3[CH:21]=[C:22]([O:25][CH:26]4[CH2:31][CH2:30][NH:29][CH2:28][CH2:27]4)[CH:23]=[CH:24][C:19]=3[N:18]=[CH:17]2)[S:13][C:12]=1[C:32]([O:34]C)=O)[CH3:9].CO.[NH3:38]. (3) Given the product [Br:22][C:5]1[S:1][C:2]([CH2:6][NH:7][C:8](=[O:14])[O:9][C:10]([CH3:11])([CH3:13])[CH3:12])=[CH:3][CH:4]=1, predict the reactants needed to synthesize it. The reactants are: [S:1]1[CH:5]=[CH:4][CH:3]=[C:2]1[CH2:6][NH:7][C:8](=[O:14])[O:9][C:10]([CH3:13])([CH3:12])[CH3:11].C1C(=O)N([Br:22])C(=O)C1. (4) Given the product [CH:27]12[CH2:32][CH:30]([NH:29][CH2:28]1)[CH2:31][N:26]2[C:23]1[CH:24]=[CH:25][C:20]([C:19]2[N:14]3[N:13]=[C:12]([C:40]4[CH:41]=[CH:42][N:43]=[CH:44][CH:45]=4)[C:11]([C:5]4[CH:4]=[CH:3][C:2]([F:1])=[C:10]5[C:6]=4[CH:7]=[N:8][NH:9]5)=[C:15]3[N:16]=[CH:17][CH:18]=2)=[CH:21][CH:22]=1, predict the reactants needed to synthesize it. The reactants are: [F:1][C:2]1[CH:3]=[CH:4][C:5]([C:11]2[C:12]([C:40]3[CH:45]=[CH:44][N:43]=[CH:42][CH:41]=3)=[N:13][N:14]3[C:19]([C:20]4[CH:25]=[CH:24][C:23]([N:26]5[CH2:31][C@@H:30]6[CH2:32][C@H:27]5[CH2:28][N:29]6C(OC(C)(C)C)=O)=[CH:22][CH:21]=4)=[CH:18][CH:17]=[N:16][C:15]=23)=[C:6]2[C:10]=1[NH:9][N:8]=[CH:7]2. (5) Given the product [CH3:15][C:14]([CH3:16])=[CH:13][CH2:12][CH2:11]/[C:9](/[CH3:10])=[CH:8]/[CH2:7][CH2:6]/[C:2](/[CH3:3])=[CH:4]/[CH:5]=[O:27].[CH3:15][C:14]([CH3:16])=[CH:13][CH2:12][CH2:11]/[C:9](/[CH3:10])=[CH:8]/[CH2:7][CH2:6]/[C:2](/[CH3:3])=[CH:4]\[CH:5]=[O:27], predict the reactants needed to synthesize it. The reactants are: O[C:2]([CH2:6][CH2:7]/[CH:8]=[C:9](/[CH2:11][CH2:12][CH:13]=[C:14]([CH3:16])[CH3:15])\[CH3:10])([CH:4]=[CH2:5])[CH3:3].N1C2C(=CC=CC=2[OH:27])C=CC=1.